Dataset: Forward reaction prediction with 1.9M reactions from USPTO patents (1976-2016). Task: Predict the product of the given reaction. (1) Given the reactants [NH:1]1[CH2:6][CH2:5][NH:4][CH2:3][CH2:2]1.[Cl:7][C:8]1[CH:13]=[C:12]([O:14][CH2:15][CH3:16])[CH:11]=[CH:10][N:9]=1, predict the reaction product. The product is: [ClH:7].[CH2:15]([O:14][C:12]1[CH:11]=[CH:10][N:9]=[C:8]([N:1]2[CH2:6][CH2:5][NH:4][CH2:3][CH2:2]2)[CH:13]=1)[CH3:16]. (2) Given the reactants [CH3:1][O:2][C:3]([C:5]1[N:6]([CH3:20])[C:7]([C:10]2[S:18][C:17]3[C:12](=[N:13][CH:14]=[CH:15][C:16]=3Cl)[CH:11]=2)=[CH:8][N:9]=1)=[O:4].[CH3:21][C:22]1[NH:23][C:24]2[C:29]([CH:30]=1)=[CH:28][C:27]([NH2:31])=[CH:26][CH:25]=2, predict the reaction product. The product is: [CH3:1][O:2][C:3]([C:5]1[N:6]([CH3:20])[C:7]([C:10]2[S:18][C:17]3[C:12](=[N:13][CH:14]=[CH:15][C:16]=3[NH:31][C:27]3[CH:28]=[C:29]4[C:24](=[CH:25][CH:26]=3)[NH:23][C:22]([CH3:21])=[CH:30]4)[CH:11]=2)=[CH:8][N:9]=1)=[O:4].